From a dataset of Reaction yield outcomes from USPTO patents with 853,638 reactions. Predict the reaction yield, written as a fraction of the theoretical maximum amount of product (1.0 means a 100% yield; for example, 0.34 means a 34% yield). (1) The reactants are OC(C(F)(F)F)=O.[NH:8]1[CH2:14][CH2:13][CH2:12][CH:11]([N:15]2[CH2:20][CH2:19][CH:18]([C:21]([NH:23][CH2:24][CH:25]([CH3:27])[CH3:26])=[O:22])[CH2:17][CH2:16]2)[CH2:10][CH2:9]1.CCN(CC)CC.Cl[C:36]([O:38][CH2:39][C:40]#[CH:41])=[O:37]. The catalyst is C(Cl)Cl. The product is [CH2:39]([O:38][C:36]([N:8]1[CH2:14][CH2:13][CH2:12][CH:11]([N:15]2[CH2:20][CH2:19][CH:18]([C:21](=[O:22])[NH:23][CH2:24][CH:25]([CH3:27])[CH3:26])[CH2:17][CH2:16]2)[CH2:10][CH2:9]1)=[O:37])[C:40]#[CH:41]. The yield is 0.310. (2) The reactants are [Cl:1][C:2]1[CH:3]=[N:4][C:5]2[C:10]([CH:11]=1)=[CH:9][C:8]([CH2:12]Cl)=[CH:7][C:6]=2[C:14]#[N:15].C[Sn](C)(C)[C:18]1[CH:19]=[C:20]([CH:25]=[CH:26][N:27]=1)[C:21]([O:23][CH3:24])=[O:22]. The catalyst is O1CCOCC1.Cl[Pd](Cl)([P](C1C=CC=CC=1)(C1C=CC=CC=1)C1C=CC=CC=1)[P](C1C=CC=CC=1)(C1C=CC=CC=1)C1C=CC=CC=1. The product is [Cl:1][C:2]1[CH:3]=[N:4][C:5]2[C:10]([CH:11]=1)=[CH:9][C:8]([CH2:12][C:18]1[CH:19]=[C:20]([CH:25]=[CH:26][N:27]=1)[C:21]([O:23][CH3:24])=[O:22])=[CH:7][C:6]=2[C:14]#[N:15]. The yield is 0.490. (3) The reactants are Cl[C:2]1[N:7]=[C:6]([NH:8][C@@H:9]([C:11]2[CH:16]=[CH:15][CH:14]=[CH:13][CH:12]=2)[CH3:10])[CH:5]=[N:4][CH:3]=1.[C:17]1([C:23]2[N:24]=[CH:25][NH:26][CH:27]=2)[CH:22]=[CH:21][CH:20]=[CH:19][CH:18]=1. No catalyst specified. The product is [C:11]1([C@H:9]([NH:8][C:6]2[CH:5]=[N:4][CH:3]=[C:2]([N:26]3[CH:27]=[C:23]([C:17]4[CH:22]=[CH:21][CH:20]=[CH:19][CH:18]=4)[N:24]=[CH:25]3)[N:7]=2)[CH3:10])[CH:16]=[CH:15][CH:14]=[CH:13][CH:12]=1. The yield is 0.670. (4) The reactants are [CH3:1][C:2]([C:4]1[CH:9]=[CH:8][C:7]([OH:10])=[C:6]([O:11][CH3:12])[CH:5]=1)=[O:3].[CH2:13](Br)[C:14]1[CH:19]=[CH:18][CH:17]=[CH:16][CH:15]=1.C(=O)([O-])[O-].[K+].[K+].O. The catalyst is CN(C=O)C. The product is [CH2:13]([O:10][C:7]1[CH:8]=[CH:9][C:4]([C:2](=[O:3])[CH3:1])=[CH:5][C:6]=1[O:11][CH3:12])[C:14]1[CH:19]=[CH:18][CH:17]=[CH:16][CH:15]=1. The yield is 0.980. (5) The reactants are [C:1]([O:5][C:6](=[O:23])[NH:7][C:8]1[C:12]([CH2:13][C:14]2[CH:19]=[CH:18][CH:17]=[C:16]([Cl:20])[C:15]=2[Cl:21])=[C:11]([OH:22])[NH:10][N:9]=1)([CH3:4])([CH3:3])[CH3:2].[C:24]1(P(C2C=CC=CC=2)C2C=CC=CC=2)C=CC=CC=1.CO.CC(OC(/N=N/C(OC(C)C)=O)=O)C. The catalyst is C1COCC1. The product is [C:1]([O:5][C:6](=[O:23])[NH:7][C:8]1[C:12]([CH2:13][C:14]2[CH:19]=[CH:18][CH:17]=[C:16]([Cl:20])[C:15]=2[Cl:21])=[C:11]([OH:22])[N:10]([CH3:24])[N:9]=1)([CH3:4])([CH3:2])[CH3:3]. The yield is 0.300. (6) The reactants are [O:1]=[S:2]1(=[O:10])[CH2:6][CH2:5][CH2:4][N:3]1[CH2:7][CH2:8]O.O=S(Cl)[Cl:13].C([O-])(O)=O.[Na+]. The catalyst is C(Cl)Cl. The product is [Cl:13][CH2:8][CH2:7][N:3]1[CH2:4][CH2:5][CH2:6][S:2]1(=[O:10])=[O:1]. The yield is 0.300. (7) The reactants are [Cl:1][C:2]1[N:7]=[CH:6][C:5]([S:8](Cl)(=[O:10])=[O:9])=[CH:4][CH:3]=1.[N:12]1([CH:17]2[CH2:22][CH2:21][NH:20][CH2:19][CH2:18]2)[CH2:16][CH2:15][CH2:14][CH2:13]1.C(N(CC)CC)C. The catalyst is CN(C=O)C.ClCCl. The product is [Cl:1][C:2]1[CH:3]=[CH:4][C:5]([S:8]([N:20]2[CH2:21][CH2:22][CH:17]([N:12]3[CH2:16][CH2:15][CH2:14][CH2:13]3)[CH2:18][CH2:19]2)(=[O:10])=[O:9])=[CH:6][N:7]=1. The yield is 0.960. (8) The reactants are [F:1][C:2]1[CH:7]=[CH:6][C:5]([C:8]2[O:9][C:10]3[CH:20]=[C:19]([N:21]([CH3:26])[S:22]([CH3:25])(=[O:24])=[O:23])[C:18](C4C=CC=C(B5OC(C)(C)C(C)(C)O5)C=4)=[CH:17][C:11]=3[C:12]=2[C:13]([NH:15][CH3:16])=[O:14])=[CH:4][CH:3]=1.Br[C:43]1[N:52]=[CH:51][C:50]2[O:49][CH2:48][N:47]([CH2:53][C:54]3[CH:59]=[CH:58][C:57]([F:60])=[CH:56][CH:55]=3)[C:46](=[O:61])[C:45]=2[CH:44]=1.[O-]P([O-])([O-])=O.[K+].[K+].[K+]. The yield is 0.570. The catalyst is CN(C=O)C.C1C=CC(P(C2C=CC=CC=2)[C-]2C=CC=C2)=CC=1.C1C=CC(P(C2C=CC=CC=2)[C-]2C=CC=C2)=CC=1.Cl[Pd]Cl.[Fe+2]. The product is [F:60][C:57]1[CH:58]=[CH:59][C:54]([CH2:53][N:47]2[C:46](=[O:61])[C:45]3[CH:44]=[C:43]([C:18]4[C:19]([N:21]([CH3:26])[S:22]([CH3:25])(=[O:24])=[O:23])=[CH:20][C:10]5[O:9][C:8]([C:5]6[CH:6]=[CH:7][C:2]([F:1])=[CH:3][CH:4]=6)=[C:12]([C:13]([NH:15][CH3:16])=[O:14])[C:11]=5[CH:17]=4)[N:52]=[CH:51][C:50]=3[O:49][CH2:48]2)=[CH:55][CH:56]=1. (9) The reactants are [H-].[Na+].[C:3]([NH:7][C:8]1[C:13]([CH2:14][NH:15][C:16]2[CH:21]=[CH:20][C:19]([F:22])=[C:18]([N+:23]([O-:25])=[O:24])[CH:17]=2)=[CH:12][N:11]=[C:10]([Cl:26])[CH:9]=1)([CH3:6])([CH3:5])[CH3:4].Cl[C:28](Cl)([O:30]C(=O)OC(Cl)(Cl)Cl)Cl. The catalyst is O1CCOCC1. The product is [C:3]([N:7]1[C:8]2[CH:9]=[C:10]([Cl:26])[N:11]=[CH:12][C:13]=2[CH2:14][N:15]([C:16]2[CH:21]=[CH:20][C:19]([F:22])=[C:18]([N+:23]([O-:25])=[O:24])[CH:17]=2)[C:28]1=[O:30])([CH3:6])([CH3:4])[CH3:5]. The yield is 0.760. (10) The catalyst is CC(C)=O. The reactants are Br[CH:2]1[CH2:10][CH2:9][C:8]2[NH:7][N:6]=[CH:5][C:4]=2[C:3]1=O.[N:12]1[CH:17]=[CH:16][CH:15]=[CH:14][C:13]=1[NH:18][C:19]([NH2:21])=[S:20].CCOC(C)=O.CO. The yield is 0.510. The product is [N:12]1[CH:17]=[CH:16][CH:15]=[CH:14][C:13]=1[NH:18][C:19]1[S:20][C:2]2[CH2:10][CH2:9][C:8]3[NH:7][N:6]=[CH:5][C:4]=3[C:3]=2[N:21]=1.